Dataset: Full USPTO retrosynthesis dataset with 1.9M reactions from patents (1976-2016). Task: Predict the reactants needed to synthesize the given product. (1) The reactants are: [Cl:1][C:2]1[CH:3]=[C:4]([CH:9]=[CH:10][C:11]=1[S:12]([N:15](CC1C=CC(OC)=CC=1OC)[C:16]1[S:17][C:18]([Cl:21])=[CH:19][N:20]=1)(=[O:14])=[O:13])[C:5]([O:7]C)=[O:6].[OH-].[Na+]. Given the product [Cl:1][C:2]1[CH:3]=[C:4]([CH:9]=[CH:10][C:11]=1[S:12]([NH:15][C:16]1[S:17][C:18]([Cl:21])=[CH:19][N:20]=1)(=[O:13])=[O:14])[C:5]([OH:7])=[O:6], predict the reactants needed to synthesize it. (2) The reactants are: [O:1]=[S:2]1(=[O:18])[N:7]([C:8]2[CH:16]=[CH:15][C:11]([C:12]([OH:14])=O)=[C:10]([F:17])[CH:9]=2)[CH2:6][CH2:5][O:4][CH2:3]1.[Cl:19][C:20]1[CH:26]=[CH:25][C:23]([NH2:24])=[CH:22][C:21]=1[C:27]1[CH:32]=[CH:31][CH:30]=[CH:29][N:28]=1.CN(C(ON1N=NC2C=CC=NC1=2)=[N+](C)C)C.F[P-](F)(F)(F)(F)F.CCN(C(C)C)C(C)C. Given the product [Cl:19][C:20]1[CH:26]=[CH:25][C:23]([NH:24][C:12](=[O:14])[C:11]2[CH:15]=[CH:16][C:8]([N:7]3[CH2:6][CH2:5][O:4][CH2:3][S:2]3(=[O:1])=[O:18])=[CH:9][C:10]=2[F:17])=[CH:22][C:21]=1[C:27]1[CH:32]=[CH:31][CH:30]=[CH:29][N:28]=1, predict the reactants needed to synthesize it. (3) Given the product [F:14][C:11]1[CH:12]=[CH:13][C:8]([C:6]([C:5]2[CH:15]=[CH:16][C:2]([C:24]#[C:23][C:17]3[CH:22]=[CH:21][CH:20]=[CH:19][CH:18]=3)=[CH:3][CH:4]=2)=[O:7])=[CH:9][CH:10]=1, predict the reactants needed to synthesize it. The reactants are: Br[C:2]1[CH:16]=[CH:15][C:5]([C:6]([C:8]2[CH:13]=[CH:12][C:11]([F:14])=[CH:10][CH:9]=2)=[O:7])=[CH:4][CH:3]=1.[C:17]1([C:23]#[CH:24])[CH:22]=[CH:21][CH:20]=[CH:19][CH:18]=1.C(N(CC)CC)C. (4) The reactants are: [H-].[Na+].[Br:3][C:4]1[CH:5]=[C:6]([C:10]([C:12]2[CH:21]=[C:20]([CH3:22])[C:15]3[NH:16][C:17](=[O:19])[O:18][C:14]=3[CH:13]=2)=[O:11])[CH:7]=[N:8][CH:9]=1.I[CH3:24]. Given the product [Br:3][C:4]1[CH:5]=[C:6]([C:10]([C:12]2[CH:21]=[C:20]([CH3:22])[C:15]3[N:16]([CH3:24])[C:17](=[O:19])[O:18][C:14]=3[CH:13]=2)=[O:11])[CH:7]=[N:8][CH:9]=1, predict the reactants needed to synthesize it. (5) Given the product [CH3:1][O:2][C:3]1[C:12]([S:24][CH3:23])=[CH:11][C:10]2[C:5](=[CH:6][CH:7]=[C:8]([CH:13]([CH3:17])[CH2:14][CH2:15][CH3:16])[CH:9]=2)[CH:4]=1, predict the reactants needed to synthesize it. The reactants are: [CH3:1][O:2][C:3]1[CH:12]=[CH:11][C:10]2[C:5](=[CH:6][CH:7]=[C:8]([CH:13]([CH3:17])[CH2:14][CH2:15][CH3:16])[CH:9]=2)[CH:4]=1.C([Li])CCC.[CH3:23][S:24]SC. (6) Given the product [P:6]([O:8][CH2:9][O:10][C:11]([N:13]1[C:21]2[C:16](=[CH:17][CH:18]=[C:19]([C:22]([F:23])([F:24])[F:25])[CH:20]=2)[C@@:15]([C:27]2[CH:32]=[C:31]([Cl:33])[CH:30]=[CH:29][C:28]=2[O:34][CH3:35])([F:26])[C:14]1=[O:36])=[O:12])([OH:7])([OH:37])=[O:5], predict the reactants needed to synthesize it. The reactants are: C([O:5][P:6]([O:37]C(C)(C)C)([O:8][CH2:9][O:10][C:11]([N:13]1[C:21]2[C:16](=[CH:17][CH:18]=[C:19]([C:22]([F:25])([F:24])[F:23])[CH:20]=2)[C@@:15]([C:27]2[CH:32]=[C:31]([Cl:33])[CH:30]=[CH:29][C:28]=2[O:34][CH3:35])([F:26])[C:14]1=[O:36])=[O:12])=[O:7])(C)(C)C.FC(F)(F)C(O)=O. (7) Given the product [F:11][C:5]1[CH:6]=[C:7]([O:10][CH2:15][C:16]2[N:17]=[CH:18][S:19][CH:20]=2)[CH:8]=[CH:9][C:4]=1[C:3]([N:29]1[CH2:30][CH2:31][CH2:32][C@H:28]1[CH2:27][N:23]1[CH2:24][CH2:25][CH2:26][C@H:22]1[CH3:21])=[O:12], predict the reactants needed to synthesize it. The reactants are: CO[C:3](=[O:12])[C:4]1[CH:9]=[CH:8][C:7]([OH:10])=[CH:6][C:5]=1[F:11].Cl.Cl[CH2:15][C:16]1[N:17]=[CH:18][S:19][CH:20]=1.[CH3:21][C@@H:22]1[CH2:26][CH2:25][CH2:24][N:23]1[CH2:27][C@@H:28]1[CH2:32][CH2:31][CH2:30][NH:29]1. (8) Given the product [CH:1]1([C:4]2[CH:9]=[CH:8][N:7]=[CH:6][C:5]=2[NH:10][S:11]([CH3:14])(=[O:12])=[O:13])[CH2:3][CH2:2]1, predict the reactants needed to synthesize it. The reactants are: [CH:1]1([C:4]2[CH:9]=[CH:8][N:7]=[CH:6][C:5]=2[N:10](S(C)(=O)=O)[S:11]([CH3:14])(=[O:13])=[O:12])[CH2:3][CH2:2]1.[OH-].[Na+].